From a dataset of Reaction yield outcomes from USPTO patents with 853,638 reactions. Predict the reaction yield, written as a fraction of the theoretical maximum amount of product (1.0 means a 100% yield; for example, 0.34 means a 34% yield). The reactants are [CH3:1][O:2][C:3]([C:5]1([C:8]2[CH:13]=[C:12]([I:14])[C:11]([OH:15])=[C:10]([I:16])[CH:9]=2)[CH2:7][CH2:6]1)=[O:4].Cl[CH2:18][C:19]([CH3:21])=[CH2:20].C([O-])([O-])=O.[K+].[K+]. The catalyst is CC(C)=O.[Na+].[I-]. The product is [CH3:1][O:2][C:3]([C:5]1([C:8]2[CH:9]=[C:10]([I:16])[C:11]([O:15][CH2:20][C:19]([CH3:21])=[CH2:18])=[C:12]([I:14])[CH:13]=2)[CH2:7][CH2:6]1)=[O:4]. The yield is 0.970.